Task: Predict the product of the given reaction.. Dataset: Forward reaction prediction with 1.9M reactions from USPTO patents (1976-2016) (1) Given the reactants [F:1][C:2]1[CH:3]=[C:4]([N:16]2[CH2:20][C@H:19]([CH2:21][N:22]3[CH:26]=[CH:25][N:24]=[N:23]3)[O:18][C:17]2=[O:27])[CH:5]=[CH:6][C:7]=1[C:8]1[CH:9]=[N:10][C:11]([CH2:14]O)=[CH:12][CH:13]=1.C(Br)(Br)(Br)[Br:29].C1C=CC(P(C2C=CC=CC=2)C2C=CC=CC=2)=CC=1, predict the reaction product. The product is: [Br:29][CH2:14][C:11]1[N:10]=[CH:9][C:8]([C:7]2[CH:6]=[CH:5][C:4]([N:16]3[CH2:20][C@H:19]([CH2:21][N:22]4[CH:26]=[CH:25][N:24]=[N:23]4)[O:18][C:17]3=[O:27])=[CH:3][C:2]=2[F:1])=[CH:13][CH:12]=1. (2) Given the reactants [F:1][C:2]1[CH:7]=[CH:6][C:5]([C:8]([C:13]2[CH:18]=[CH:17][C:16]([F:19])=[CH:15][CH:14]=2)([OH:12])[C:9]([OH:11])=O)=[CH:4][CH:3]=1.[NH2:20][CH2:21][CH2:22][CH2:23][N:24]1[CH2:29][CH2:28][CH:27]([C:30]2[CH:31]=[C:32]([NH:37][C:38](=[O:42])[CH:39]([CH3:41])[CH3:40])[CH:33]=[CH:34][C:35]=2[CH3:36])[CH2:26][CH2:25]1, predict the reaction product. The product is: [F:19][C:16]1[CH:17]=[CH:18][C:13]([C:8]([C:5]2[CH:4]=[CH:3][C:2]([F:1])=[CH:7][CH:6]=2)([OH:12])[C:9]([NH:20][CH2:21][CH2:22][CH2:23][N:24]2[CH2:29][CH2:28][CH:27]([C:30]3[CH:31]=[C:32]([NH:37][C:38](=[O:42])[CH:39]([CH3:40])[CH3:41])[CH:33]=[CH:34][C:35]=3[CH3:36])[CH2:26][CH2:25]2)=[O:11])=[CH:14][CH:15]=1. (3) Given the reactants [CH3:1][C:2]1[CH:8]=[CH:7][CH:6]=[CH:5][C:3]=1[NH2:4].Cl[C:10]1[CH:27]=[C:14]2[C:15]3[C:20]([CH2:21][CH2:22][N:13]2[C:12](=[O:28])[N:11]=1)=[CH:19][C:18]([O:23][CH3:24])=[C:17]([O:25][CH3:26])[CH:16]=3, predict the reaction product. The product is: [CH3:24][O:23][C:18]1[CH:19]=[C:20]2[C:15](=[CH:16][C:17]=1[O:25][CH3:26])[C:14]1=[CH:27][C:10](=[N:4][C:3]3[CH:5]=[CH:6][CH:7]=[CH:8][C:2]=3[CH3:1])[NH:11][C:12](=[O:28])[N:13]1[CH2:22][CH2:21]2. (4) Given the reactants [CH3:1][C:2]1[C:6]([B:7]2[O:11][C:10]([CH3:13])([CH3:12])[C:9]([CH3:15])([CH3:14])[O:8]2)=[CH:5][NH:4][N:3]=1.[C:16](=O)([O-])[O-].[K+].[K+].IC, predict the reaction product. The product is: [CH3:16][N:4]1[CH:5]=[C:6]([B:7]2[O:11][C:10]([CH3:13])([CH3:12])[C:9]([CH3:15])([CH3:14])[O:8]2)[C:2]([CH3:1])=[N:3]1.[CH3:16][N:3]1[C:2]([CH3:1])=[C:6]([B:7]2[O:11][C:10]([CH3:13])([CH3:12])[C:9]([CH3:15])([CH3:14])[O:8]2)[CH:5]=[N:4]1. (5) Given the reactants [CH2:1]1[C:4]2([CH2:8][CH:7]=[CH:6][CH2:5]2)[CH2:3][O:2]1.[N+](=[CH:11][C:12]([O:14][CH2:15][CH3:16])=[O:13])=[N-], predict the reaction product. The product is: [O:2]1[CH2:3][C:4]2([CH2:8][CH:7]3[CH:6]([CH:11]3[C:12]([O:14][CH2:15][CH3:16])=[O:13])[CH2:5]2)[CH2:1]1.